Task: Predict the product of the given reaction.. Dataset: Forward reaction prediction with 1.9M reactions from USPTO patents (1976-2016) (1) Given the reactants [C:1]([NH:4][C:5]1[C:10](=[O:11])[N:9]([CH2:12][C:13]([OH:15])=O)[C:8]([C:16]2[CH:21]=[CH:20][CH:19]=[CH:18][CH:17]=2)=[N:7][CH:6]=1)(=[O:3])[CH3:2].Cl.[NH2:23][C@@H:24]([CH2:29][C:30]1[CH:35]=[CH:34][CH:33]=[CH:32][CH:31]=1)[C:25](=[O:28])[CH2:26][Cl:27], predict the reaction product. The product is: [CH2:29]([C@H:24]([NH:23][C:13](=[O:15])[CH2:12][N:9]1[C:10](=[O:11])[C:5]([NH:4][C:1](=[O:3])[CH3:2])=[CH:6][N:7]=[C:8]1[C:16]1[CH:21]=[CH:20][CH:19]=[CH:18][CH:17]=1)[C:25](=[O:28])[CH2:26][Cl:27])[C:30]1[CH:35]=[CH:34][CH:33]=[CH:32][CH:31]=1. (2) Given the reactants [NH2:1][S:2]([CH2:5][CH2:6][CH2:7][C:8]([OH:10])=O)(=[O:4])=[O:3].CCN(C(C)C)C(C)C.CC(C)N=C=NC(C)C.C1C=CC2N(O)N=NC=2C=1.[CH:39]1([C:45]2[C:46]3[CH:47]=[CH:48][C:49]([C:70]([O:72][CH3:73])=[O:71])=[CH:50][C:51]=3[N:52]3[C:59]=2[C:58]2[CH:60]=[CH:61][CH:62]=[CH:63][C:57]=2[O:56][CH2:55][C@H:54]([N:64]([CH3:69])[CH2:65][CH2:66][NH:67][CH3:68])[CH2:53]3)[CH2:44][CH2:43][CH2:42][CH2:41][CH2:40]1, predict the reaction product. The product is: [NH2:1][S:2]([CH2:5][CH2:6][CH2:7][C:8]([N:67]([CH3:68])[CH2:66][CH2:65][N:64]([CH3:69])[C@@H:54]1[CH2:53][N:52]2[C:51]3[CH:50]=[C:49]([C:70]([O:72][CH3:73])=[O:71])[CH:48]=[CH:47][C:46]=3[C:45]([CH:39]3[CH2:40][CH2:41][CH2:42][CH2:43][CH2:44]3)=[C:59]2[C:58]2[CH:60]=[CH:61][CH:62]=[CH:63][C:57]=2[O:56][CH2:55]1)=[O:10])(=[O:4])=[O:3]. (3) Given the reactants C[Si](C)(C)Cl.Br[CH:7]([CH3:13])[C:8]([O:10][CH2:11][CH3:12])=[O:9].[C:14]1(=[O:18])[CH2:17][CH2:16][CH2:15]1.N, predict the reaction product. The product is: [OH:18][C:14]1([CH:7]([CH3:13])[C:8]([O:10][CH2:11][CH3:12])=[O:9])[CH2:17][CH2:16][CH2:15]1. (4) Given the reactants [Br:1][C:2]1[CH:3]=[CH:4][C:5]([Cl:20])=[C:6]([CH:19]=1)[CH2:7][NH:8][C:9]1[C:14]([N+:15]([O-:17])=[O:16])=[CH:13][N:12]=[C:11](Cl)[N:10]=1.[NH2:21][CH2:22][C@@H:23]1[CH2:27][CH2:26][N:25]([C:28]([O:30][C:31]([CH3:34])([CH3:33])[CH3:32])=[O:29])[CH2:24]1.C(N(C(C)C)CC)(C)C.CN(C=O)C, predict the reaction product. The product is: [Br:1][C:2]1[CH:3]=[CH:4][C:5]([Cl:20])=[C:6]([CH:19]=1)[CH2:7][NH:8][C:9]1[C:14]([N+:15]([O-:17])=[O:16])=[CH:13][N:12]=[C:11]([NH:21][CH2:22][C@@H:23]2[CH2:27][CH2:26][N:25]([C:28]([O:30][C:31]([CH3:34])([CH3:33])[CH3:32])=[O:29])[CH2:24]2)[N:10]=1.